This data is from Forward reaction prediction with 1.9M reactions from USPTO patents (1976-2016). The task is: Predict the product of the given reaction. (1) Given the reactants [F:1][C:2]([F:16])([F:15])[C:3]1[CH:4]=[CH:5][C:6]([N:9]2[CH2:14][CH2:13][NH:12][CH2:11][CH2:10]2)=[N:7][CH:8]=1.[CH3:17][S:18](Cl)(=[O:20])=[O:19], predict the reaction product. The product is: [CH3:17][S:18]([N:12]1[CH2:11][CH2:10][N:9]([C:6]2[CH:5]=[CH:4][C:3]([C:2]([F:1])([F:15])[F:16])=[CH:8][N:7]=2)[CH2:14][CH2:13]1)(=[O:20])=[O:19]. (2) The product is: [ClH:12].[Cl:12][C:13]1[CH:18]=[C:17]([N:1]2[CH:5]=[CH:4][C:3]([C:6]3[CH:11]=[CH:10][CH:9]=[CH:8][N:7]=3)=[CH:2]2)[CH:16]=[C:15]([Cl:20])[CH:14]=1. Given the reactants [NH:1]1[CH:5]=[CH:4][C:3]([C:6]2[CH:11]=[CH:10][CH:9]=[CH:8][N:7]=2)=[CH:2]1.[Cl:12][C:13]1[CH:18]=[C:17](I)[CH:16]=[C:15]([Cl:20])[CH:14]=1.N1C2C(=CC=C3C=2N=CC=C3)C=CC=1.P([O-])([O-])([O-])=O.[K+].[K+].[K+].Cl, predict the reaction product. (3) Given the reactants [C:1]([Si:5]([CH3:27])([CH3:26])[O:6][C@H:7]1[CH2:15][CH2:14][CH2:13][C@@:12]2([CH3:16])[C@H:8]1[CH2:9][CH2:10][C@@H:11]2[C:17](=[CH2:25])[CH2:18][CH2:19][CH2:20][C:21]([CH3:24])([OH:23])[CH3:22])([CH3:4])([CH3:3])[CH3:2].ClCCl.[CH3:31][Si:32]([CH3:39])([CH3:38])N1C=CN=C1, predict the reaction product. The product is: [C:1]([Si:5]([CH3:26])([CH3:27])[O:6][C@H:7]1[CH2:15][CH2:14][CH2:13][C@@:12]2([CH3:16])[C@H:8]1[CH2:9][CH2:10][C@@H:11]2[C:17](=[CH2:25])[CH2:18][CH2:19][CH2:20][C:21]([CH3:24])([O:23][Si:32]([CH3:39])([CH3:38])[CH3:31])[CH3:22])([CH3:4])([CH3:3])[CH3:2]. (4) Given the reactants [CH3:1][N:2]([CH3:31])[C:3]([C:5]1[CH:10]=[C:9](I)[CH:8]=[CH:7][C:6]=1[NH:12][C:13]([C:15]1[C:16]([C:21]2[CH:26]=[CH:25][C:24]([C:27]([F:30])([F:29])[F:28])=[CH:23][CH:22]=2)=[CH:17][CH:18]=[CH:19][CH:20]=1)=[O:14])=[O:4].[CH2:32](C([Sn])=C(CCCC)CCCC)[CH2:33]CC, predict the reaction product. The product is: [CH3:1][N:2]([CH3:31])[C:3]([C:5]1[CH:10]=[C:9]([CH:32]=[CH2:33])[CH:8]=[CH:7][C:6]=1[NH:12][C:13]([C:15]1[C:16]([C:21]2[CH:26]=[CH:25][C:24]([C:27]([F:30])([F:29])[F:28])=[CH:23][CH:22]=2)=[CH:17][CH:18]=[CH:19][CH:20]=1)=[O:14])=[O:4]. (5) The product is: [CH:1]([N:4]1[C:9](=[O:10])[CH:8]=[CH:7][C:6]([CH:11]([NH:20][C:22](=[O:24])[CH3:23])[C:12](=[O:13])[C:14]2[CH:19]=[CH:18][CH:17]=[CH:16][CH:15]=2)=[N:5]1)([CH3:3])[CH3:2]. Given the reactants [CH:1]([N:4]1[C:9](=[O:10])[CH:8]=[CH:7][C:6]([C:11](=[N:20]O)[C:12]([C:14]2[CH:19]=[CH:18][CH:17]=[CH:16][CH:15]=2)=[O:13])=[N:5]1)([CH3:3])[CH3:2].[C:22](OC(=O)C)(=[O:24])[CH3:23].CC(O)=O, predict the reaction product. (6) The product is: [CH2:1]([N:3]1[C:7]2[N:8]=[C:9]([C:18]3[CH:23]=[CH:22][C:21]([NH:24][C:25]([NH:27][C:28]4[CH:36]=[CH:35][C:31]([C:32]([N:42]5[CH2:41][CH2:40][NH:39][C@H:38]([CH3:37])[CH2:43]5)=[O:33])=[CH:30][CH:29]=4)=[O:26])=[CH:20][CH:19]=3)[N:10]=[C:11]([N:12]3[CH2:17][CH2:16][O:15][CH2:14][CH2:13]3)[C:6]=2[N:5]=[N:4]1)[CH3:2]. Given the reactants [CH2:1]([N:3]1[C:7]2[N:8]=[C:9]([C:18]3[CH:23]=[CH:22][C:21]([NH:24][C:25]([NH:27][C:28]4[CH:36]=[CH:35][C:31]([C:32](O)=[O:33])=[CH:30][CH:29]=4)=[O:26])=[CH:20][CH:19]=3)[N:10]=[C:11]([N:12]3[CH2:17][CH2:16][O:15][CH2:14][CH2:13]3)[C:6]=2[N:5]=[N:4]1)[CH3:2].[CH3:37][C@@H:38]1[CH2:43][NH:42][CH2:41][CH2:40][NH:39]1.CCN(CC)CC.C1C=CC2N(O)N=NC=2C=1.CCN=C=NCCCN(C)C, predict the reaction product.